Dataset: Experimentally validated miRNA-target interactions with 360,000+ pairs, plus equal number of negative samples. Task: Binary Classification. Given a miRNA mature sequence and a target amino acid sequence, predict their likelihood of interaction. (1) The miRNA is cel-miR-261 with sequence UAGCUUUUUAGUUUUCACG. The protein sequence of the target gene is MELWRQCTHWLIQCRVLPPSHRVTWDGAQVCELAQALRDGVLLCQLLNNLLPHAINLREVNLRPQMSQFLCLKNIRTFLSTCCEKFGLKRSELFEAFDLFDVQDFGKVIYTLSALSWTPIAQNRGIMPFPTEEESVGDEDIYSGLSDQIDDTVEEDEDLYDCVENEEAEGDEIYEDLMRSEPVSMPPKMTEYDKRCCCLREIQQTEEKYTDTLGSIQQHFLKPLQRFLKPQDIEIIFINIEDLLRVHTHFLKEMKEALGTPGAANLYQVFIKYKERFLVYGRYCSQVESASKHLDRVAAA.... Result: 0 (no interaction). (2) The miRNA is hsa-miR-4653-3p with sequence UGGAGUUAAGGGUUGCUUGGAGA. The protein sequence of the target gene is MSKRNQVSYVRPAEPAFLARFKERVGYREGPTVETKRIQPQPPDEDGDHSDKEDEQPQVVVLKKGDLSVEEVMKIKAEIKAAKADEEPTPADGRIIYRKPVKHPSDEKYSGLTASSKKKKPNEDEVNQDSVKKNSQKQIKNSSLLSFDNEDENE. Result: 1 (interaction). (3) The miRNA is hsa-miR-5186 with sequence AGAGAUUGGUAGAAAUCAGGU. The protein sequence of the target gene is MRAWIFFLLCLAGRALAAPQQEALPDETEVVEETVAEVTEVSVGANPVQVEVGEFDDGAEETEEEVVAENPCQNHHCKHGKVCELDENNTPMCVCQDPTSCPAPIGEFEKVCSNDNKTFDSSCHFFATKCTLEGTKKGHKLHLDYIGPCKYIPPCLDSELTEFPLRMRDWLKNVLVTLYERDEDNNLLTEKQKLRVKKIHENEKRLEAGDHPVELLARDFEKNYNMYIFPVHWQFGQLDQHPIDGYLSHTELAPLRAPLIPMEHCTTRFFETCDLDNDKYIALDEWAGCFGIKQKDIDKD.... Result: 0 (no interaction).